This data is from HIV replication inhibition screening data with 41,000+ compounds from the AIDS Antiviral Screen. The task is: Binary Classification. Given a drug SMILES string, predict its activity (active/inactive) in a high-throughput screening assay against a specified biological target. The drug is CC1CN(S(=O)(=O)c2cccc3cnccc23)CCN1. The result is 0 (inactive).